This data is from Reaction yield outcomes from USPTO patents with 853,638 reactions. The task is: Predict the reaction yield, written as a fraction of the theoretical maximum amount of product (1.0 means a 100% yield; for example, 0.34 means a 34% yield). The reactants are [CH3:1][C:2]1[N:7]=[C:6]([C:8]2[CH:13]=[CH:12][N:11]=[C:10]([C:14]3[CH:15]=[C:16]([NH2:20])[CH:17]=[CH:18][CH:19]=3)[N:9]=2)[CH:5]=[C:4]([C:21]2[CH:26]=[CH:25][C:24]([C:27]([F:30])([F:29])[F:28])=[CH:23][CH:22]=2)[CH:3]=1.[C:31](Cl)(=[O:33])[CH3:32]. The catalyst is CCOC(C)=O.C([O-])(O)=O.[Na+]. The product is [CH3:1][C:2]1[N:7]=[C:6]([C:8]2[CH:13]=[CH:12][N:11]=[C:10]([C:14]3[CH:15]=[C:16]([NH:20][C:31](=[O:33])[CH3:32])[CH:17]=[CH:18][CH:19]=3)[N:9]=2)[CH:5]=[C:4]([C:21]2[CH:26]=[CH:25][C:24]([C:27]([F:30])([F:28])[F:29])=[CH:23][CH:22]=2)[CH:3]=1. The yield is 0.600.